Dataset: Reaction yield outcomes from USPTO patents with 853,638 reactions. Task: Predict the reaction yield, written as a fraction of the theoretical maximum amount of product (1.0 means a 100% yield; for example, 0.34 means a 34% yield). (1) The reactants are [NH:1]1[C:9]2[C:4](=[CH:5][C:6]([C:10]3[C:14]4[C:15]([NH2:19])=[N:16][CH:17]=[CH:18][C:13]=4[O:12][CH:11]=3)=[CH:7][CH:8]=2)[CH2:3][CH2:2]1.[Cl:20][C:21]1[CH:22]=[C:23]([CH2:28][C:29](O)=[O:30])[CH:24]=[C:25]([F:27])[CH:26]=1.CN(C(ON1N=NC2C=CC=NC1=2)=[N+](C)C)C.F[P-](F)(F)(F)(F)F.CCN(C(C)C)C(C)C. The catalyst is CN(C)C=O.O. The product is [Cl:20][C:21]1[CH:22]=[C:23]([CH2:28][C:29]([N:1]2[C:9]3[C:4](=[CH:5][C:6]([C:10]4[C:14]5[C:15]([NH2:19])=[N:16][CH:17]=[CH:18][C:13]=5[O:12][CH:11]=4)=[CH:7][CH:8]=3)[CH2:3][CH2:2]2)=[O:30])[CH:24]=[C:25]([F:27])[CH:26]=1. The yield is 0.900. (2) The reactants are C([N:8]1[CH2:13][CH2:12][CH:11]([C:14]2[CH:19]=[CH:18][CH:17]=[CH:16][N:15]=2)[CH2:10][CH2:9]1)C1C=CC=CC=1. The catalyst is CO.[OH-].[Pd+2].[OH-]. The product is [N:15]1[CH:16]=[CH:17][CH:18]=[CH:19][C:14]=1[CH:11]1[CH2:12][CH2:13][NH:8][CH2:9][CH2:10]1. The yield is 0.990. (3) The reactants are [NH2:1][C:2]1[CH:3]=[C:4]([C@:8]23[CH2:16][N:15]([C:17]4[N:22]=[CH:21][C:20]([F:23])=[CH:19][N:18]=4)[CH2:14][C@H:13]2[CH2:12][S:11][C:10]([NH:24][C:25](=[O:32])[C:26]2[CH:31]=[CH:30][CH:29]=[CH:28][CH:27]=2)=[N:9]3)[CH:5]=[CH:6][CH:7]=1.[CH3:33][O:34][C:35]1[N:36]=[CH:37][C:38]([C:41](O)=[O:42])=[N:39][CH:40]=1.ON1C2C=CC=CC=2N=N1.Cl.CN(C)CCCN=C=NCC.[OH-].[Na+]. The catalyst is ClCCl.CN(C)C=O.O. The product is [C:25]([NH:24][C:10]1[S:11][CH2:12][C@@H:13]2[CH2:14][N:15]([C:17]3[N:22]=[CH:21][C:20]([F:23])=[CH:19][N:18]=3)[CH2:16][C@:8]2([C:4]2[CH:3]=[C:2]([NH:1][C:41]([C:38]3[CH:37]=[N:36][C:35]([O:34][CH3:33])=[CH:40][N:39]=3)=[O:42])[CH:7]=[CH:6][CH:5]=2)[N:9]=1)(=[O:32])[C:26]1[CH:27]=[CH:28][CH:29]=[CH:30][CH:31]=1. The yield is 0.920. (4) The reactants are [Si:1]([O:8][C:9]1[CH:14]=[CH:13][C:12]([C:15]2[N:16]=[C:17]([CH2:22][CH2:23][C:24]3[CH:29]=[CH:28][CH:27]=[CH:26][CH:25]=3)[C:18]([NH2:21])=[N:19][CH:20]=2)=[CH:11][CH:10]=1)([C:4]([CH3:7])([CH3:6])[CH3:5])([CH3:3])[CH3:2].[Si:30]([O:37][C:38]1[CH:43]=[CH:42][C:41]([CH2:44][C:45](Cl)=[O:46])=[CH:40][CH:39]=1)([C:33]([CH3:36])([CH3:35])[CH3:34])([CH3:32])[CH3:31].O. The catalyst is CN(C)C1C=CN=CC=1.N1C=CC=CC=1. The product is [Si:30]([O:37][C:38]1[CH:39]=[CH:40][C:41]([CH2:44][C:45]([NH:21][C:18]2[C:17]([CH2:22][CH2:23][C:24]3[CH:29]=[CH:28][CH:27]=[CH:26][CH:25]=3)=[N:16][C:15]([C:12]3[CH:11]=[CH:10][C:9]([O:8][Si:1]([C:4]([CH3:7])([CH3:5])[CH3:6])([CH3:2])[CH3:3])=[CH:14][CH:13]=3)=[CH:20][N:19]=2)=[O:46])=[CH:42][CH:43]=1)([C:33]([CH3:36])([CH3:35])[CH3:34])([CH3:32])[CH3:31]. The yield is 0.458. (5) The reactants are [CH3:1][O:2][C:3]1[N:4]=[CH:5][C:6]([O:9][C:10]2[CH:15]=[C:14]([CH3:16])[C:13]([C:17]3[N:18]=[C:19]([NH2:22])[S:20][CH:21]=3)=[C:12]([CH3:23])[CH:11]=2)=[N:7][CH:8]=1.C(N(CC)CC)C.Cl.[C:32](Cl)(=[O:39])[C:33]1[CH:38]=[CH:37][N:36]=[CH:35][CH:34]=1. The catalyst is C1COCC1. The product is [CH3:1][O:2][C:3]1[N:4]=[CH:5][C:6]([O:9][C:10]2[CH:15]=[C:14]([CH3:16])[C:13]([C:17]3[N:18]=[C:19]([NH:22][C:32](=[O:39])[C:33]4[CH:38]=[CH:37][N:36]=[CH:35][CH:34]=4)[S:20][CH:21]=3)=[C:12]([CH3:23])[CH:11]=2)=[N:7][CH:8]=1. The yield is 0.230. (6) The reactants are [C:1]([NH:4][C:5]1[NH:9][N:8]=[CH:7][C:6]=1[C:10]([O:12][CH2:13][CH3:14])=[O:11])(=[O:3])[CH3:2].C([O-])(=O)C.[Na+].[Br:20]Br. The catalyst is C(O)C.O. The product is [C:1]([NH:4][C:5]1[NH:9][N:8]=[C:7]([Br:20])[C:6]=1[C:10]([O:12][CH2:13][CH3:14])=[O:11])(=[O:3])[CH3:2]. The yield is 0.625. (7) The reactants are [Br:1][C:2]1[CH:3]=[CH:4][CH:5]=[C:6]2[C:15]=1[C:9]1([CH2:14][CH2:13][NH:12][CH2:11][CH2:10]1)[CH2:8][CH:7]2[CH:16]([CH3:22])[C:17]([O:19][CH2:20][CH3:21])=[O:18].C1N=CN([C:28]([N:30]2C=N[CH:32]=[CH:31]2)=[O:29])C=1.CCN(C(C)C)C(C)C.Cl.[CH:45]12[CH2:54]C3C[CH:51]([CH2:53][CH:47]([CH2:48]3)[CH:46]1N)[CH2:52]2. The catalyst is C(Cl)Cl. The product is [Br:1][C:2]1[CH:3]=[CH:4][CH:5]=[C:6]2[C:15]=1[C:9]1([CH2:10][CH2:11][N:12]([C:28](=[O:29])[NH:30][CH:31]3[CH:32]4[CH2:54][CH:45]5[CH2:46][CH:47]([CH2:53][CH:51]3[CH2:52]5)[CH2:48]4)[CH2:13][CH2:14]1)[CH2:8][CH:7]2[CH:16]([CH3:22])[C:17]([O:19][CH2:20][CH3:21])=[O:18]. The yield is 0.410. (8) The reactants are Br[CH:2]([C:23]1[CH:28]=[CH:27][CH:26]=[CH:25][CH:24]=1)[C:3]([C:5]1[CH:10]=[CH:9][C:8]([C:11]2([NH:15][C:16](=[O:22])[O:17][C:18]([CH3:21])([CH3:20])[CH3:19])[CH2:14][CH2:13][CH2:12]2)=[CH:7][CH:6]=1)=O.[NH2:29][C:30]1[N:35]=[N:34][C:33]([C:36]([O:38][CH2:39][CH3:40])=[O:37])=[CH:32][CH:31]=1.C(N(CC)C(C)C)(C)C. The catalyst is C(O)(C)C. The product is [C:18]([O:17][C:16]([NH:15][C:11]1([C:8]2[CH:7]=[CH:6][C:5]([C:3]3[N:29]=[C:30]4[CH:31]=[CH:32][C:33]([C:36]([O:38][CH2:39][CH3:40])=[O:37])=[N:34][N:35]4[C:2]=3[C:23]3[CH:24]=[CH:25][CH:26]=[CH:27][CH:28]=3)=[CH:10][CH:9]=2)[CH2:12][CH2:13][CH2:14]1)=[O:22])([CH3:20])([CH3:19])[CH3:21]. The yield is 0.900. (9) The reactants are [Cl:1][C:2]1[CH:28]=[C:27]([O:29]C2CCCCO2)[CH:26]=[CH:25][C:3]=1[CH2:4][N:5]([C:18]1[CH:23]=[CH:22][C:21]([I:24])=[CH:20][CH:19]=1)[S:6]([C:9]1[C:14]([CH3:15])=[CH:13][C:12]([CH3:16])=[CH:11][C:10]=1[CH3:17])(=[O:8])=[O:7].Cl.C([SiH](CC)CC)C.C(=O)(O)[O-].[Na+]. The catalyst is O1CCCC1.CO.O1CCOCC1. The product is [Cl:1][C:2]1[CH:28]=[C:27]([OH:29])[CH:26]=[CH:25][C:3]=1[CH2:4][N:5]([C:18]1[CH:23]=[CH:22][C:21]([I:24])=[CH:20][CH:19]=1)[S:6]([C:9]1[C:10]([CH3:17])=[CH:11][C:12]([CH3:16])=[CH:13][C:14]=1[CH3:15])(=[O:8])=[O:7]. The yield is 0.720. (10) The reactants are C[O:2][C:3]([C:5]1[S:6][CH:7]=[C:8]([Br:12])[C:9]=1[O:10][CH3:11])=[O:4].[OH-].[Na+]. The catalyst is O1CCCC1. The product is [Br:12][C:8]1[C:9]([O:10][CH3:11])=[C:5]([C:3]([OH:4])=[O:2])[S:6][CH:7]=1. The yield is 0.900.